This data is from Peptide-MHC class II binding affinity with 134,281 pairs from IEDB. The task is: Regression. Given a peptide amino acid sequence and an MHC pseudo amino acid sequence, predict their binding affinity value. This is MHC class II binding data. (1) The peptide sequence is ATISATPESATPFPH. The MHC is HLA-DPA10201-DPB10501 with pseudo-sequence HLA-DPA10201-DPB10501. The binding affinity (normalized) is 0.0242. (2) The peptide sequence is KNLIPSSASPWSWPD. The MHC is DRB1_1101 with pseudo-sequence DRB1_1101. The binding affinity (normalized) is 0.212. (3) The peptide sequence is KYMVIQGEPGAVIRG. The MHC is DRB1_1302 with pseudo-sequence DRB1_1302. The binding affinity (normalized) is 0.829. (4) The peptide sequence is VIPEGWKADTCYESK. The MHC is DRB1_0301 with pseudo-sequence DRB1_0301. The binding affinity (normalized) is 0.0255. (5) The peptide sequence is MNSLRAEDTAVYYCA. The MHC is DRB1_0101 with pseudo-sequence DRB1_0101. The binding affinity (normalized) is 0.524. (6) The peptide sequence is QPNLKALREKVLGLP. The MHC is HLA-DPA10201-DPB11401 with pseudo-sequence HLA-DPA10201-DPB11401. The binding affinity (normalized) is 0.0774. (7) The peptide sequence is GDVFVIREPFISCSH. The MHC is DRB1_0101 with pseudo-sequence DRB1_0101. The binding affinity (normalized) is 0.590.